Task: Predict the reactants needed to synthesize the given product.. Dataset: Full USPTO retrosynthesis dataset with 1.9M reactions from patents (1976-2016) (1) Given the product [C:27]([CH:17]1[C:18]([C:19]2[CH:24]=[CH:23][CH:22]=[C:21]([O:25][CH3:26])[CH:20]=2)=[C:10]2[C:2](=[C:3]3[CH:4]=[CH:5][N:6]=[C:7]3[CH:8]=[CH:9]2)[O:1][C:16]1=[O:15])#[N:28], predict the reactants needed to synthesize it. The reactants are: [OH:1][C:2]1[CH:10]=[CH:9][CH:8]=[C:7]2[C:3]=1[CH:4]=[CH:5][NH:6]2.[H-].[Na+].C([O:15][C:16](=O)[C:17]([C:27]#[N:28])=[CH:18][C:19]1[CH:24]=[CH:23][CH:22]=[C:21]([O:25][CH3:26])[CH:20]=1)C. (2) The reactants are: [CH2:1]([N:3]1[C:7]([NH2:8])=[CH:6][C:5]([C:9]2[CH:14]=[CH:13][N:12]=[CH:11][CH:10]=2)=[N:4]1)[CH3:2].[C:15]([NH:22][C@H:23]([C:31](O)=[O:32])[CH2:24][C:25]1[CH:30]=[CH:29][CH:28]=[CH:27][CH:26]=1)([O:17][C:18]([CH3:21])([CH3:20])[CH3:19])=[O:16].C(Cl)CCl. Given the product [CH2:1]([N:3]1[C:7]([NH:8][C:31](=[O:32])[C@@H:23]([NH:22][C:15](=[O:16])[O:17][C:18]([CH3:19])([CH3:20])[CH3:21])[CH2:24][C:25]2[CH:30]=[CH:29][CH:28]=[CH:27][CH:26]=2)=[CH:6][C:5]([C:9]2[CH:14]=[CH:13][N:12]=[CH:11][CH:10]=2)=[N:4]1)[CH3:2], predict the reactants needed to synthesize it.